Regression/Classification. Given a drug SMILES string, predict its absorption, distribution, metabolism, or excretion properties. Task type varies by dataset: regression for continuous measurements (e.g., permeability, clearance, half-life) or binary classification for categorical outcomes (e.g., BBB penetration, CYP inhibition). Dataset: cyp3a4_veith. From a dataset of CYP3A4 inhibition data for predicting drug metabolism from PubChem BioAssay. (1) The compound is c1ccc2c(c1)ncn2Cc1nnc2sc(-c3ccc4c(c3)OCO4)nn12. The result is 1 (inhibitor). (2) The molecule is COc1ccc(-n2c(=O)cnc3cnc(N4CCN(C)CC4)nc32)cc1. The result is 0 (non-inhibitor). (3) The compound is O=C(c1ccc2c(c1)OCO2)N1CCCCC1. The result is 1 (inhibitor). (4) The compound is CCOC(=O)C1CCCN(C(=O)CSCc2ccccc2)C1. The result is 1 (inhibitor). (5) The compound is Cn1c(=O)c2c(nc(Cc3ccccc3)n2CC(=O)O)n(C)c1=O. The result is 0 (non-inhibitor). (6) The molecule is c1cncc(CNc2nc(-c3cccnc3)nc3ccccc23)c1. The result is 1 (inhibitor). (7) The compound is C[C@@H]1CC[C@@]2(C(=O)O)CC[C@]3(C)C(=CC[C@@H]4[C@]3(C)CC[C@H]3C(C)(C)[C@H](O)CC[C@]43C)[C@H]2[C@@H]1C. The result is 0 (non-inhibitor).